Predict the reaction yield, written as a fraction of the theoretical maximum amount of product (1.0 means a 100% yield; for example, 0.34 means a 34% yield). From a dataset of Reaction yield outcomes from USPTO patents with 853,638 reactions. (1) The reactants are [Cl:1][CH2:2][CH2:3][C:4]([C:6]1[CH:11]=[CH:10][CH:9]=[CH:8][CH:7]=1)=[O:5].[NH4+].[Cl-].[CH2:14](Br)[CH:15]=[CH2:16]. The catalyst is C1COCC1.[Zn]. The product is [Cl:1][CH2:2][CH2:3][C:4]([C:6]1[CH:11]=[CH:10][CH:9]=[CH:8][CH:7]=1)([OH:5])[CH2:16][CH:15]=[CH2:14]. The yield is 0.970. (2) The reactants are [CH3:1][C:2]1[NH:11][C:10](=[O:12])[C:9]2[C:8]3[CH:13]=[C:14]([CH3:17])[CH:15]=[CH:16][C:7]=3[CH:6]=[CH:5][C:4]=2[N:3]=1.[Br:18]N1C(=O)CCC1=O. The catalyst is C1C=CC=CC=1. The product is [Br:18][CH2:17][C:14]1[CH:15]=[CH:16][C:7]2[CH:6]=[CH:5][C:4]3[N:3]=[C:2]([CH3:1])[NH:11][C:10](=[O:12])[C:9]=3[C:8]=2[CH:13]=1. The yield is 0.830. (3) The reactants are [Br:1][C:2]1[CH:14]=[C:13]2[C:5]([C:6]3[CH:7]=[C:8]([C:15]([OH:17])=O)[CH:9]=[CH:10][C:11]=3[NH:12]2)=[C:4]([C:18](=[O:20])[NH2:19])[CH:3]=1.CN(C(ON1N=NC2C=CC=CC1=2)=[N+](C)C)C.[B-](F)(F)(F)F.[NH:43]1[CH2:48][CH2:47][O:46][CH2:45][CH2:44]1. The catalyst is CN(C=O)C.C(OCC)(=O)C.C(Cl)Cl. The product is [Br:1][C:2]1[CH:3]=[C:4]([C:18]([NH2:19])=[O:20])[C:5]2[C:6]3[C:11](=[CH:10][CH:9]=[C:8]([C:15]([N:43]4[CH2:48][CH2:47][O:46][CH2:45][CH2:44]4)=[O:17])[CH:7]=3)[NH:12][C:13]=2[CH:14]=1. The yield is 0.760. (4) The reactants are [CH2:1]([N:3]1[CH2:8][CH2:7][CH2:6][CH:5]([CH2:9]O)[CH2:4]1)[CH3:2].C(Br)(Br)(Br)[Br:12]. The catalyst is O1CCCC1. The product is [Br:12][CH2:9][CH:5]1[CH2:6][CH2:7][CH2:8][N:3]([CH2:1][CH3:2])[CH2:4]1. The yield is 0.690. (5) The reactants are [CH3:1][C:2]1([CH3:15])[CH2:6][N:5](CC2C=CC=CC=2)[CH2:4][C@H:3]1[OH:14].[ClH:16]. The catalyst is CO.[Pd]. The product is [ClH:16].[CH3:1][C:2]1([CH3:15])[CH2:6][NH:5][CH2:4][C@H:3]1[OH:14]. The yield is 0.930.